Dataset: Forward reaction prediction with 1.9M reactions from USPTO patents (1976-2016). Task: Predict the product of the given reaction. The product is: [Cl:1][C:2]1[CH:7]=[CH:6][C:5]([NH:8][C:19](=[O:22])[CH2:20][CH3:21])=[CH:4][C:3]=1[C:9]1[O:10][C:11]2[CH:17]=[CH:16][C:15]([Cl:18])=[CH:14][C:12]=2[N:13]=1. Given the reactants [Cl:1][C:2]1[CH:7]=[CH:6][C:5]([NH2:8])=[CH:4][C:3]=1[C:9]1[O:10][C:11]2[CH:17]=[CH:16][C:15]([Cl:18])=[CH:14][C:12]=2[N:13]=1.[C:19](Cl)(=[O:22])[CH2:20][CH3:21], predict the reaction product.